Dataset: Experimentally validated miRNA-target interactions with 360,000+ pairs, plus equal number of negative samples. Task: Binary Classification. Given a miRNA mature sequence and a target amino acid sequence, predict their likelihood of interaction. (1) The miRNA is hsa-miR-5703 with sequence AGGAGAAGUCGGGAAGGU. The protein sequence of the target gene is MKVRSAGSDRDVLCVTEEDLAGEDEDMPSFPCTQEGRAGPRCNRCQKNLSLHTSVRILYLFLTLLLVAVAVLASLVFRKVDSLSEDISLAQSIYNKKLVSMQENLQGLDPKALINCSFCREAEQLGQEIRKVQEELEGLQKMLLAQEVQLDQTSQTHELLSTRSSQISQEMGSCSFSIHQVNQSLGLFLAQVRGWQATTAGMDITLKDLTQECYDVKAAVHQINFTVGQTAEWIHGIQRKTDEETLTLQKIVTDWQNYTRLFGGLRTTSAKTGEIVKTIQTTLGASSQRISQNSESMHDL.... Result: 0 (no interaction). (2) The miRNA is hsa-miR-615-3p with sequence UCCGAGCCUGGGUCUCCCUCUU. The protein sequence of the target gene is MASDLDFSPPEVPEPTFLENLLRYGLFLGAIFQLICVLAIIVPIPKSHEAEAEPSEPRSAEVTRKPKAAVPSVNKRPKKETKKKR. Result: 1 (interaction). (3) The miRNA is mmu-miR-30e-5p with sequence UGUAAACAUCCUUGACUGGAAG. The protein sequence of the target gene is MAAASRSASGWALLLLVALWQQRAAGSGVFQLQLQEFINERGVLASGRPCEPGCRTFFRVCLKHFQAVVSPGPCTFGTVSTPVLGTNSFAVRDDSSGGGRNPLQLPFNFTWPGTFSLIIEAWHAPGDDLRPEALPPDALISKIAIQGSLAVGQNWLLDEQTSTLTRLRYSYRVICSDNYYGDNCSRLCKKRNDHFGHYVCQPDGNLSCLPGWTGEYCQQPICLSGCHEQNGYCSKPAECLCRPGWQGRLCNECIPHNGCRHGTCSTPWQCTCDEGWGGLFCDQDLNYCTHHSPCKNGATC.... Result: 1 (interaction). (4) The miRNA is mmu-miR-544-5p with sequence UCUUGUUAAAAAGCAGAGUCU. The protein sequence of the target gene is MEDCNVHSAASILASVKEQEARFERLTRALEQERRHVALQLERAQQPGMSSGGMVGSGQPLPMAWQQLVLQEQSPGSQASLATMPEAPEVLEETVTVEEDPGTPTSHVSIVTSEDGTTRRTETKVTKTVKTVTTRTVRQVPLGPDGLPLLDGGPPLGSFADGPLDRHYLLRGGGGPAATLSRTYHSSGGGFPDGPESRDIPSYGSLSRGLGVRPPRTGLLGPGPGDGCFTLPGRREAFPMGSESGPPSGRSLPEHFQAEPYGLEDDTRSLAADDEGGPDLEPDYSTATRRRPEYGRGLRA.... Result: 0 (no interaction). (5) The miRNA is gga-let-7i with sequence UGAGGUAGUAGUUUGUGCUGU. The protein sequence of the target gene is MTDTRRRVKVYTLNEDRQWDDRGTGHVSSGYVERLKGMSLLVRAESDGSLLLESKINPNTAYQKQQDTLIVWSEAENYDLALSFQEKAGCDEIWEKICQVQGKDPSVDITQDLVDESEEERFDDMSSPGLELPSCELSRLEEIAELVASSLPSPLRREKLALALENEGYIKKLLELFHVCEDLENIEGLHHLYEIIKGIFLLNRTALFEVMFSEECIMDVIGCLEYDPALSQPRKHREFLTKTAKFKEVIPISDPELKQKIHQTYRVQYIQDMVLPTPSVFEENMLSTLHSFIFFNKVEI.... Result: 0 (no interaction). (6) The miRNA is mmu-miR-3074-1-3p with sequence GAUAUCAGCUCAGUAGGCACCG. The protein sequence of the target gene is MLPPWTLGLLLLATVRGKEVCYGQLGCFSDEKPWAGTLQRPVKLLPWSPEDIDTRFLLYTNENPNNFQLITGTEPDTIEASNFQLDRKTRFIIHGFLDKAEDSWPSDMCKKMFEVEKVNCICVDWRHGSRAMYTQAVQNIRVVGAETAFLIQALSTQLGYSLEDVHVIGHSLGAHTAAEAGRRLGGRVGRITGLDPAGPCFQDEPEEVRLDPSDAVFVDVIHTDSSPIVPSLGFGMSQKVGHLDFFPNGGKEMPGCKKNVLSTITDIDGIWEGIGGFVSCNHLRSFEYYSSSVLNPDGFL.... Result: 0 (no interaction). (7) The miRNA is hsa-miR-6865-5p with sequence UAGGUGGCAGAGGAGGGACUUCA. The protein sequence of the target gene is MEALAMGSRALRLWLVAPGGGIKWRFIATSSASQLSPTELTEMRNDLFNKEKARQLSLTPRTEKIEVKHVGKTDPGTVFVMNKNISTPYSCAMHLSEWYCRKSILALVDGQPWDMYKPLTKSCEIKFLTFKDCDPGEVNKAYWRSCAMMMGCVIERAFKDEYMVNLVRAPEVPVISGAFCYDVVLDSKLDEWMPTKENLRSFTKDAHALIYKDLPFETLEVEAKVALEIFQHSKYKVDFIEEKASQNPERIVKLHRIGDFIDVSEGPLIPRTSICFQYEVSAVHNLQPTQPSLIRRFQGV.... Result: 0 (no interaction).